From a dataset of HIV replication inhibition screening data with 41,000+ compounds from the AIDS Antiviral Screen. Binary Classification. Given a drug SMILES string, predict its activity (active/inactive) in a high-throughput screening assay against a specified biological target. (1) The drug is O=C(c1nc2ccccc2nc1O)C(O)c1ccccc1. The result is 0 (inactive). (2) The compound is O=[N+]([O-])c1ccc(C=Cc2ccc([N+](=O)[O-])cc2S(=O)(=O)O)c(S(=O)(=O)O)c1. The result is 0 (inactive).